Dataset: Peptide-MHC class I binding affinity with 185,985 pairs from IEDB/IMGT. Task: Regression. Given a peptide amino acid sequence and an MHC pseudo amino acid sequence, predict their binding affinity value. This is MHC class I binding data. (1) The peptide sequence is YSFSRAYTL. The MHC is HLA-B39:01 with pseudo-sequence HLA-B39:01. The binding affinity (normalized) is 0.872. (2) The peptide sequence is LPGPDTRHL. The MHC is HLA-A33:01 with pseudo-sequence HLA-A33:01. The binding affinity (normalized) is 0. (3) The MHC is HLA-B15:17 with pseudo-sequence HLA-B15:17. The binding affinity (normalized) is 0.0847. The peptide sequence is QHAWPLPPL. (4) The peptide sequence is STPKLKEDY. The MHC is HLA-A24:02 with pseudo-sequence HLA-A24:02. The binding affinity (normalized) is 0. (5) The peptide sequence is FAPLFTNL. The MHC is H-2-Kb with pseudo-sequence H-2-Kb. The binding affinity (normalized) is 1.00. (6) The peptide sequence is FVHTLLKTY. The MHC is HLA-A69:01 with pseudo-sequence HLA-A69:01. The binding affinity (normalized) is 0.0847. (7) The peptide sequence is TTSDFFVNY. The MHC is HLA-A26:01 with pseudo-sequence HLA-A26:01. The binding affinity (normalized) is 0.808. (8) The peptide sequence is MIAGVLFTFV. The MHC is HLA-A02:17 with pseudo-sequence YFAMYGEKVAHTHVDTLYLMFHYYTWAVLAYTWY. The binding affinity (normalized) is 0.441. (9) The peptide sequence is VLPEEQDQNY. The binding affinity (normalized) is 0.139. The MHC is HLA-A01:01 with pseudo-sequence HLA-A01:01.